This data is from Catalyst prediction with 721,799 reactions and 888 catalyst types from USPTO. The task is: Predict which catalyst facilitates the given reaction. (1) Reactant: [CH2:1]([O:3][C:4]([C:6]1[CH:10]=[C:9]([C:11](OCC)=[O:12])[N:8]([CH2:16][C:17]([C:19]2[CH:24]=[CH:23][C:22]([C:25]([CH3:28])([CH3:27])[CH3:26])=[CH:21][CH:20]=2)=O)[N:7]=1)=[O:5])[CH3:2].C([O-])(=O)C.[NH4+:33].O. Product: [CH2:1]([O:3][C:4]([C:6]1[CH:10]=[C:9]2[C:11](=[O:12])[NH:33][C:17]([C:19]3[CH:24]=[CH:23][C:22]([C:25]([CH3:28])([CH3:27])[CH3:26])=[CH:21][CH:20]=3)=[CH:16][N:8]2[N:7]=1)=[O:5])[CH3:2]. The catalyst class is: 15. (2) Reactant: [BH4-].[Na+].[ClH:3].[CH2:4]1[C:13]2[C:8](=[CH:9][CH:10]=[CH:11][CH:12]=2)[CH2:7][CH2:6][N:5]1[C:14]1[N:15]=[CH:16][CH:17]=[C:18]2[C:22]([CH:23]=[O:24])=[C:21]([CH3:25])[N:20]([CH2:26][C:27]3[CH:32]=[CH:31][CH:30]=[C:29]([F:33])[CH:28]=3)[C:19]=12.O. Product: [ClH:3].[CH2:4]1[C:13]2[C:8](=[CH:9][CH:10]=[CH:11][CH:12]=2)[CH2:7][CH2:6][N:5]1[C:14]1[N:15]=[CH:16][CH:17]=[C:18]2[C:22]([CH2:23][OH:24])=[C:21]([CH3:25])[N:20]([CH2:26][C:27]3[CH:32]=[CH:31][CH:30]=[C:29]([F:33])[CH:28]=3)[C:19]=12. The catalyst class is: 5. (3) Reactant: [C:1]1([CH:7]2[CH2:12][NH:11][CH2:10][CH:9]([NH:13][C:14]([C:16]3[CH:17]=[C:18]4[C:22](=[CH:23][CH:24]=3)[NH:21][N:20]=[C:19]4[C:25]3[CH:30]=[CH:29][N:28]=[CH:27][CH:26]=3)=[O:15])[CH2:8]2)[CH:6]=[CH:5][CH:4]=[CH:3][CH:2]=1.O1COCO[CH2:32]1.C(O[BH-](OC(=O)C)OC(=O)C)(=O)C.[Na+]. Product: [CH3:32][N:11]1[CH2:12][CH:7]([C:1]2[CH:2]=[CH:3][CH:4]=[CH:5][CH:6]=2)[CH2:8][CH:9]([NH:13][C:14]([C:16]2[CH:17]=[C:18]3[C:22](=[CH:23][CH:24]=2)[NH:21][N:20]=[C:19]3[C:25]2[CH:26]=[CH:27][N:28]=[CH:29][CH:30]=2)=[O:15])[CH2:10]1. The catalyst class is: 676. (4) The catalyst class is: 720. Reactant: Br[C:2]1[CH:7]=[CH:6][CH:5]=[C:4](Br)[C:3]=1[C:9]1[N:13]2[C:14]3[CH:15]=[CH:16][CH:17]=[CH:18][C:19]=3[C:20]3[CH:21]=[CH:22][C:23]([O:26][CH3:27])=[CH:24][C:25]=3[C:12]2=[N:11][CH:10]=1.O.P([O-])([O-])([O-])=O.[K+].[K+].[K+].[CH:37]1(P(C2CCCCC2)C2C=CC=CC=2C2C(OC)=CC=CC=2OC)[CH2:42]CCC[CH2:38]1.[CH3:66][C:67]1(C)[C:71](C)(C)OB(C(C)=C)O1. Product: [CH2:38]=[C:37]([C:2]1[CH:7]=[CH:6][CH:5]=[C:4]([C:67]([CH3:71])=[CH2:66])[C:3]=1[C:9]1[N:13]2[C:14]3[CH:15]=[CH:16][CH:17]=[CH:18][C:19]=3[C:20]3[CH:21]=[CH:22][C:23]([O:26][CH3:27])=[CH:24][C:25]=3[C:12]2=[N:11][CH:10]=1)[CH3:42].